This data is from Catalyst prediction with 721,799 reactions and 888 catalyst types from USPTO. The task is: Predict which catalyst facilitates the given reaction. (1) Reactant: [CH3:1][C:2]1[CH:10]=[CH:9][C:8]([N:11]([CH3:20])[S:12]([C:15]2[S:16][CH:17]=[CH:18][CH:19]=2)(=[O:14])=[O:13])=[C:7]2[C:3]=1[CH:4]=[C:5]([C:21]1[S:22][CH:23]([CH2:26][C:27]([OH:29])=O)[CH2:24][N:25]=1)[NH:6]2.C[N:31](C)C=O.Cl.CN(C)CCCN=C=NCC. Product: [CH3:1][C:2]1[CH:10]=[CH:9][C:8]([N:11]([CH3:20])[S:12]([C:15]2[S:16][CH:17]=[CH:18][CH:19]=2)(=[O:13])=[O:14])=[C:7]2[C:3]=1[CH:4]=[C:5]([C:21]1[S:22][CH:23]([CH2:26][C:27]([NH2:31])=[O:29])[CH2:24][N:25]=1)[NH:6]2. The catalyst class is: 13. (2) Reactant: [N:1]1[CH:6]=[CH:5][C:4]([NH2:7])=[N:3][CH:2]=1.[CH3:8][Si:9]([CH2:12][CH2:13][O:14][CH2:15]Cl)([CH3:11])[CH3:10].[Br:17][C:18]1[CH:27]=[CH:26][CH:25]=[C:24]2[C:19]=1[CH:20]=[CH:21][C:22]([S:28](OC1C(F)=C(F)C(F)=C(F)C=1F)(=[O:30])=[O:29])=[CH:23]2.CC(C)([O-])C.[Li+].C1COCC1. Product: [Br:17][C:18]1[CH:27]=[CH:26][CH:25]=[C:24]2[C:19]=1[CH:20]=[CH:21][C:22]([S:28]([N:7]([C:4]1[CH:5]=[CH:6][N:1]=[CH:2][N:3]=1)[CH2:15][O:14][CH2:13][CH2:12][Si:9]([CH3:11])([CH3:10])[CH3:8])(=[O:29])=[O:30])=[CH:23]2. The catalyst class is: 3. (3) Reactant: [CH:1]1([O:4][C:5]2[CH:13]=[CH:12][C:8]([C:9]([OH:11])=O)=[CH:7][C:6]=2[N+:14]([O-:16])=[O:15])[CH2:3][CH2:2]1.[F:17][C:18]1[CH:23]=[CH:22][CH:21]=[CH:20][C:19]=1[C:24]1[N:29]=[CH:28][C:27]([NH2:30])=[CH:26][CH:25]=1.C(N(C(C)C)C(C)C)C.C1CN([P+](ON2N=NC3C=CC=CC2=3)(N2CCCC2)N2CCCC2)CC1.F[P-](F)(F)(F)(F)F. Product: [CH:1]1([O:4][C:5]2[CH:13]=[CH:12][C:8]([C:9]([NH:30][C:27]3[CH:28]=[N:29][C:24]([C:19]4[CH:20]=[CH:21][CH:22]=[CH:23][C:18]=4[F:17])=[CH:25][CH:26]=3)=[O:11])=[CH:7][C:6]=2[N+:14]([O-:16])=[O:15])[CH2:2][CH2:3]1. The catalyst class is: 3. (4) Reactant: [CH3:1][N:2]1[C:10]2[C:5](=[CH:6][CH:7]=[C:8]([CH3:11])[CH:9]=2)[CH:4]=[C:3]1[C:12]1[CH:13]=[C:14]([N:18]2C(=O)C3C(=CC=CC=3)C2=O)[CH:15]=[N:16][CH:17]=1.NN. Product: [CH3:1][N:2]1[C:10]2[C:5](=[CH:6][CH:7]=[C:8]([CH3:11])[CH:9]=2)[CH:4]=[C:3]1[C:12]1[CH:13]=[C:14]([NH2:18])[CH:15]=[N:16][CH:17]=1. The catalyst class is: 14. (5) Reactant: [C:1]1([CH2:7][C:8]([O:10]C)=O)[CH:6]=[CH:5][CH:4]=[CH:3][CH:2]=1.[NH2:12][OH:13].[C-]#N.[K+].C(O)(=O)CC(CC(O)=O)(C(O)=O)O. Product: [OH:13][NH:12][C:8](=[O:10])[CH2:7][C:1]1[CH:6]=[CH:5][CH:4]=[CH:3][CH:2]=1. The catalyst class is: 36. (6) Reactant: C([O:3][C:4]([C@:6]12[CH2:11][C@H:10]1[CH2:9][CH2:8][NH:7]2)=O)C.[NH3:12]. Product: [C@:6]12([C:4]([NH2:12])=[O:3])[CH2:11][C@H:10]1[CH2:9][CH2:8][NH:7]2. The catalyst class is: 5.